The task is: Binary Classification. Given a miRNA mature sequence and a target amino acid sequence, predict their likelihood of interaction.. This data is from Experimentally validated miRNA-target interactions with 360,000+ pairs, plus equal number of negative samples. The miRNA is hsa-miR-6797-5p with sequence AGGAGGGAAGGGGCUGAGAACAGGA. The protein sequence of the target gene is MNSNVENLPPHIIRLVYKEVTTLTADPPDGIKVFPNEEDLTDLQVTIEGPEGTPYAGGLFRMKLLLGKDFPASPPKGYFLTKIFHPNVGANGEICVNVLKRDWTAELGIRHVLLTIKCLLIHPNPESALNEEAGRLLLENYEEYAARARLLTEIHGGAGGPSGRAEAGRALASGTEASSTDPGAPGGPGGAEGPMAKKHAGERDKKLAAKKKTDKKRALRRL. Result: 1 (interaction).